Dataset: Forward reaction prediction with 1.9M reactions from USPTO patents (1976-2016). Task: Predict the product of the given reaction. (1) The product is: [C:1]([O:5][C:6](=[O:19])[NH:7][CH2:8][CH2:9][C@H:10]([NH2:18])[C:11]1[CH:16]=[CH:15][CH:14]=[C:13]([Cl:17])[CH:12]=1)([CH3:4])([CH3:2])[CH3:3]. Given the reactants [C:1]([O:5][C:6](=[O:19])[NH:7][CH2:8][CH2:9][CH:10]([NH2:18])[C:11]1[CH:16]=[CH:15][CH:14]=[C:13]([Cl:17])[CH:12]=1)([CH3:4])([CH3:3])[CH3:2].CO, predict the reaction product. (2) Given the reactants C1(C)C=CC(S(O)=O)=CC=1.[C:11]1([C:17]2[CH:21]=[N:20]C(=S)[N:18]=2)[CH:16]=[CH:15][CH:14]=[CH:13][CH:12]=1.C(=O)C1C=CC=CC=1.[N+](C=CC1C=CC=CC=1)([O-])=O.CON, predict the reaction product. The product is: [C:11]1([CH:17]([NH2:18])[CH2:21][NH2:20])[CH:16]=[CH:15][CH:14]=[CH:13][CH:12]=1.